Dataset: Forward reaction prediction with 1.9M reactions from USPTO patents (1976-2016). Task: Predict the product of the given reaction. (1) Given the reactants [C:1](=[O:12])(OC(Cl)(Cl)Cl)OC(Cl)(Cl)Cl.[CH3:13][N:14]([CH3:18])[CH2:15][CH2:16][NH2:17].[C@H:19]1([NH:28][C:29]2[CH:38]=[CH:37][C:36]3[C:31](=[CH:32][CH:33]=[C:34]([NH2:39])[CH:35]=3)[N:30]=2)[C:27]2[C:22](=[CH:23][CH:24]=[CH:25][CH:26]=2)[CH2:21][CH2:20]1, predict the reaction product. The product is: [CH3:13][N:14]([CH3:18])[CH2:15][CH2:16][NH:17][C:1]([NH:39][C:34]1[CH:35]=[C:36]2[C:31](=[CH:32][CH:33]=1)[N:30]=[C:29]([NH:28][C@H:19]1[C:27]3[C:22](=[CH:23][CH:24]=[CH:25][CH:26]=3)[CH2:21][CH2:20]1)[CH:38]=[CH:37]2)=[O:12]. (2) Given the reactants [NH:1]1[CH2:6][CH2:5][CH2:4][CH:3]([C:7]2[C:11]3=[C:12]4[CH:18]=[CH:17][NH:16][C:13]4=[N:14][CH:15]=[C:10]3[NH:9][N:8]=2)[CH2:2]1.Cl[C:20]1[CH:27]=[CH:26][C:23]([C:24]#[N:25])=[CH:22][N:21]=1.CCN(C(C)C)C(C)C, predict the reaction product. The product is: [C:7]1([CH:3]2[CH2:4][CH2:5][CH2:6][N:1]([C:20]3[CH:27]=[CH:26][C:23]([C:24]#[N:25])=[CH:22][N:21]=3)[CH2:2]2)[C:11]2=[C:12]3[CH:18]=[CH:17][NH:16][C:13]3=[N:14][CH:15]=[C:10]2[NH:9][N:8]=1.